Dataset: Forward reaction prediction with 1.9M reactions from USPTO patents (1976-2016). Task: Predict the product of the given reaction. (1) Given the reactants [CH2:1]([Li])[CH2:2][CH2:3][CH3:4].[C:6]([C:9]1[C:10]([O:27][CH2:28][C:29]2[CH:34]=[CH:33][CH:32]=[CH:31][CH:30]=2)=[CH:11][C:12]([O:19]CC2C=CC=CC=2)=[C:13]([CH:18]=1)[C:14]([O:16][CH3:17])=[O:15])(=O)[CH3:7].[CH3:35]O.O1C[CH2:40][CH2:39][CH2:38]1, predict the reaction product. The product is: [CH2:1]([O:19][C:12]1[CH:11]=[C:10]([O:27][CH2:28][C:29]2[CH:34]=[CH:33][CH:32]=[CH:31][CH:30]=2)[C:9]([C:6]([CH3:35])=[CH2:7])=[CH:18][C:13]=1[C:14]([O:16][CH3:17])=[O:15])[C:2]1[CH:40]=[CH:39][CH:38]=[CH:4][CH:3]=1. (2) Given the reactants [CH:1](/[C:5]1([CH3:18])[CH2:10][CH2:9][N:8](C(OC(C)(C)C)=O)[CH2:7][CH2:6]1)=[CH:2]\[CH:3]=[CH2:4].Cl.O1CCOCC1, predict the reaction product. The product is: [CH:1](/[C:5]1([CH3:18])[CH2:6][CH2:7][NH:8][CH2:9][CH2:10]1)=[CH:2]\[CH:3]=[CH2:4]. (3) Given the reactants [NH2:1][C:2]1[CH:3]=[CH:4][C:5]2[N:9]=[CH:8][N:7]([CH:10]([C:17]3[CH:22]=[CH:21][CH:20]=[CH:19][CH:18]=3)[CH2:11][C:12]([O:14]CC)=[O:13])[C:6]=2[CH:23]=1.[Cl:24][C:25]1[CH:33]=[C:32]([Cl:34])[C:31]([Cl:35])=[C:27]([C:28](O)=[O:29])[C:26]=1[OH:36], predict the reaction product. The product is: [C:17]1([CH:10]([N:7]2[C:6]3[CH:23]=[C:2]([NH:1][C:28](=[O:29])[C:27]4[C:26]([OH:36])=[C:25]([Cl:24])[CH:33]=[C:32]([Cl:34])[C:31]=4[Cl:35])[CH:3]=[CH:4][C:5]=3[N:9]=[CH:8]2)[CH2:11][C:12]([OH:14])=[O:13])[CH:18]=[CH:19][CH:20]=[CH:21][CH:22]=1.